From a dataset of Drug-target binding data from BindingDB using Ki measurements. Regression. Given a target protein amino acid sequence and a drug SMILES string, predict the binding affinity score between them. We predict pKi (pKi = -log10(Ki in M); higher means stronger inhibition). Dataset: bindingdb_ki. (1) The small molecule is O=C(Nc1ccc(Cl)c(C(F)(F)F)c1)[C@H]1CC=C[C@H]2CCN(Cc3ccccc3)C(=O)[C@@H]12. The target protein sequence is MDSPIQIFRGEPGPTCAPSACLPPNSSAWFPGWAEPDSNGSAGSEDAQLEPAHISPAIPVIITAVYSVVFVVGLVGNSLVMFVIIRYTKMKTATNIYIFNLALADALVTTTMPFQSTVYLMNSWPFGDVLCKIVISIDYYNMFTSIFTLTMMSVDRYIAVCHPVKALDFRTPLKAKIINICIWLLSSSVGISAIVLGGTKVREDVDVIECSLQFPDDDYSWWDLFMKICVFIFAFVIPVLIIIVCYTLMILRLKSVRLLSGSREKDRNLRRITRLVLVVVAVFVVCWTPIHIFILVEALGSTSHSTAALSSAYFCIALGYTNSSLNPILYAFLDENFKRCFRDFCFPLKMRMERQSTSRVRNTVQDPAYLRDIDGMNKPV. The pKi is 6.4. (2) The drug is CN[C@@H]1CC[C@@H](c2ccc(Cl)c(Cl)c2)c2ccccc21. The target is MLLARMKPQVQPELGGADQ. The pKi is 5.8.